Dataset: Peptide-MHC class II binding affinity with 134,281 pairs from IEDB. Task: Regression. Given a peptide amino acid sequence and an MHC pseudo amino acid sequence, predict their binding affinity value. This is MHC class II binding data. The peptide sequence is AGSLQGQWRGAAGTA. The MHC is DRB1_0301 with pseudo-sequence DRB1_0301. The binding affinity (normalized) is 0.